Dataset: Serine/threonine kinase 33 screen with 319,792 compounds. Task: Binary Classification. Given a drug SMILES string, predict its activity (active/inactive) in a high-throughput screening assay against a specified biological target. (1) The drug is Brc1c(NC(=O)c2c(OCC)nccc2)cc2OCCOc2c1. The result is 0 (inactive). (2) The compound is S(=O)(=O)(N(CC(=O)N1CCCCCC1)C)c1ccccc1. The result is 0 (inactive).